Dataset: Catalyst prediction with 721,799 reactions and 888 catalyst types from USPTO. Task: Predict which catalyst facilitates the given reaction. (1) Reactant: Br[C:2]1[CH:3]=[C:4]([NH:15][C:16]2[CH:21]=[CH:20][C:19]([N:22]3[CH2:27][CH2:26][O:25][CH2:24][CH2:23]3)=[CH:18][N:17]=2)[C:5]2[N:6]([CH:12]=[CH:13][N:14]=2)[C:7]=1[C:8]([O:10][CH3:11])=[O:9].CC1(C)C(C)(C)OB([C:36]2[CH:44]=[C:43]3[C:39]([CH:40]=[N:41][NH:42]3)=[CH:38][CH:37]=2)O1.C([O-])([O-])=O.[Na+].[Na+].O. Product: [NH:42]1[C:43]2[C:39](=[CH:38][CH:37]=[C:36]([C:2]3[CH:3]=[C:4]([NH:15][C:16]4[CH:21]=[CH:20][C:19]([N:22]5[CH2:23][CH2:24][O:25][CH2:26][CH2:27]5)=[CH:18][N:17]=4)[C:5]4[N:6]([CH:12]=[CH:13][N:14]=4)[C:7]=3[C:8]([O:10][CH3:11])=[O:9])[CH:44]=2)[CH:40]=[N:41]1. The catalyst class is: 12. (2) The catalyst class is: 1. Product: [CH3:32][C:2]([CH3:1])([O:4][C:5]([N:7]([C:25]([O:27][C:28]([CH3:31])([CH3:30])[CH3:29])=[O:26])[C:8]1[CH:9]=[C:10]([C:15]2[N:19]=[C:18]([CH2:20][CH2:21][C:22]([CH3:23])([OH:24])[C:52]([F:54])([F:53])[F:51])[O:17][N:16]=2)[CH:11]=[CH:12][C:13]=1[CH3:14])=[O:6])[CH3:3]. Reactant: [CH3:1][C:2]([CH3:32])([O:4][C:5]([N:7]([C:25]([O:27][C:28]([CH3:31])([CH3:30])[CH3:29])=[O:26])[C:8]1[CH:9]=[C:10]([C:15]2[N:19]=[C:18]([CH2:20][CH2:21][C:22](=[O:24])[CH3:23])[O:17][N:16]=2)[CH:11]=[CH:12][C:13]=1[CH3:14])=[O:6])[CH3:3].CCCC[N+](CCCC)(CCCC)CCCC.[F-].[F:51][C:52]([Si](C)(C)C)([F:54])[F:53]. (3) Reactant: [CH:1]1([CH2:4][CH2:5][C:6](Cl)=[O:7])[CH2:3][CH2:2]1.[CH:9]([C:12]1[C:13]([NH2:21])=[N:14][N:15]2[CH:20]=[CH:19][CH:18]=[N:17][C:16]=12)([CH3:11])[CH3:10]. Product: [CH:1]1([CH2:4][CH2:5][C:6]([NH:21][C:13]2[C:12]([CH:9]([CH3:11])[CH3:10])=[C:16]3[N:17]=[CH:18][CH:19]=[CH:20][N:15]3[N:14]=2)=[O:7])[CH2:3][CH2:2]1. The catalyst class is: 202. (4) Reactant: [CH3:1][C:2]1[CH:10]=[CH:9][C:5]([C:6]([OH:8])=[O:7])=[CH:4][C:3]=1[C:11]([F:14])([F:13])[F:12].[C:15](=O)([O-])[O-].[K+].[K+].IC. Product: [CH3:1][C:2]1[CH:10]=[CH:9][C:5]([C:6]([O:8][CH3:15])=[O:7])=[CH:4][C:3]=1[C:11]([F:12])([F:13])[F:14]. The catalyst class is: 39. (5) Reactant: [NH2:1][C@@H:2]([C:11]1[CH:16]=[CH:15][C:14]([Cl:17])=[CH:13][CH:12]=1)[C:3]1[CH:4]=[C:5]([CH:8]=[CH:9][CH:10]=1)[C:6]#[N:7].[CH2:18]([CH:20]1[O:22][CH2:21]1)[Cl:19]. Product: [Cl:19][CH2:18][CH:20]([OH:22])[CH2:21][NH:1][C@@H:2]([C:11]1[CH:12]=[CH:13][C:14]([Cl:17])=[CH:15][CH:16]=1)[C:3]1[CH:4]=[C:5]([CH:8]=[CH:9][CH:10]=1)[C:6]#[N:7]. The catalyst class is: 5.